From a dataset of Full USPTO retrosynthesis dataset with 1.9M reactions from patents (1976-2016). Predict the reactants needed to synthesize the given product. (1) Given the product [CH3:20][C:21]1[O:25][C:24]([CH2:26][CH2:27][O:28][C:14]2[CH:15]=[CH:16][C:17]([CH2:30][C:29]([NH2:32])=[O:31])=[CH:18][CH:19]=2)=[CH:23][CH:22]=1, predict the reactants needed to synthesize it. The reactants are: [C:14]1(P([C:14]2[CH:19]=[CH:18][CH:17]=[CH:16][CH:15]=2)[C:14]2[CH:19]=[CH:18][CH:17]=[CH:16][CH:15]=2)[CH:19]=[CH:18][CH:17]=[CH:16][CH:15]=1.[CH3:20][C:21]1[O:25][C:24]([CH2:26][CH2:27][OH:28])=[CH:23][CH:22]=1.[C:29]([NH:32]C1C=CC(O)=CC=1)(=[O:31])[CH3:30].CCOC(/N=N/C(OCC)=O)=O. (2) Given the product [Cl:13][C:14]1[CH:19]=[CH:18][C:17]([NH:20][C:21](=[C:2]([C:1]#[N:5])[C:3]#[N:4])[S:22][CH3:6])=[CH:16][CH:15]=1, predict the reactants needed to synthesize it. The reactants are: [C:1](#[N:5])[CH2:2][C:3]#[N:4].[CH2:6](N(CC)CC)C.[Cl:13][C:14]1[CH:19]=[CH:18][C:17]([N:20]=[C:21]=[S:22])=[CH:16][CH:15]=1.CI. (3) Given the product [F:15][C:7]1[CH:6]=[C:5]([C@@H:3]([OH:4])[CH2:2][NH:17][CH3:16])[CH:10]=[CH:9][C:8]=1[C:11]([F:14])([F:13])[F:12], predict the reactants needed to synthesize it. The reactants are: Br[CH2:2][C@@H:3]([C:5]1[CH:10]=[CH:9][C:8]([C:11]([F:14])([F:13])[F:12])=[C:7]([F:15])[CH:6]=1)[OH:4].[CH3:16][NH2:17]. (4) Given the product [NH2:8][CH2:9][CH2:10][CH2:11][C@H:12]([NH:16][C:17]([C:19]1[CH:24]=[CH:23][CH:22]=[C:21]([CH:25]([C:26]2[CH:27]=[CH:28][CH:29]=[CH:30][CH:31]=2)[C:32]2[CH:37]=[CH:36][CH:35]=[CH:34][CH:33]=2)[CH:20]=1)=[O:18])[C:13]([OH:15])=[O:14].[C:38]([OH:44])([C:40]([F:43])([F:42])[F:41])=[O:39], predict the reactants needed to synthesize it. The reactants are: C(OC([NH:8][CH2:9][CH2:10][CH2:11][C@H:12]([NH:16][C:17]([C:19]1[CH:24]=[CH:23][CH:22]=[C:21]([CH:25]([C:32]2[CH:37]=[CH:36][CH:35]=[CH:34][CH:33]=2)[C:26]2[CH:31]=[CH:30][CH:29]=[CH:28][CH:27]=2)[CH:20]=1)=[O:18])[C:13]([OH:15])=[O:14])=O)(C)(C)C.[C:38]([OH:44])([C:40]([F:43])([F:42])[F:41])=[O:39]. (5) Given the product [CH2:41]([N:37]1[CH2:36][CH2:35][C:15]([NH:20][C:31]([C:17]2[C:18]3[C:23]([CH3:24])=[N:22][N:21]([CH:25]4[CH2:30][CH2:29][CH2:28][CH2:27][O:26]4)[C:19]=3[N:20]=[C:15]([C:12]3[CH:13]=[CH:14][C:9]([O:8][CH2:1][C:2]4[CH:7]=[CH:6][CH:5]=[CH:4][CH:3]=4)=[CH:10][C:11]=3[F:34])[CH:16]=2)=[O:32])([C:12]2[CH:13]=[CH:14][CH:9]=[CH:10][CH:11]=2)[CH2:40][CH2:38]1)[C:43]1[CH:4]=[CH:3][CH:2]=[CH:7][CH:6]=1, predict the reactants needed to synthesize it. The reactants are: [CH2:1]([O:8][C:9]1[CH:14]=[CH:13][C:12]([C:15]2[CH:16]=[C:17]([C:31](O)=[O:32])[C:18]3[C:23]([CH3:24])=[N:22][N:21]([CH:25]4[CH2:30][CH2:29][CH2:28][CH2:27][O:26]4)[C:19]=3[N:20]=2)=[C:11]([F:34])[CH:10]=1)[C:2]1[CH:7]=[CH:6][CH:5]=[CH:4][CH:3]=1.[CH3:35][CH2:36][N:37]([CH:41]([CH3:43])C)[CH:38]([CH3:40])C. (6) Given the product [C:1]([C@H:5]1[CH2:10][CH2:9][C@H:8]([O:11][C:12]2[CH:13]=[C:14]3[C:19](=[CH:20][CH:21]=2)[C:18]([CH:22]=[O:23])=[CH:17][CH:16]=[CH:15]3)[CH2:7][CH2:6]1)([CH3:4])([CH3:2])[CH3:3], predict the reactants needed to synthesize it. The reactants are: [C:1]([C@H:5]1[CH2:10][CH2:9][C@H:8]([O:11][C:12]2[CH:13]=[C:14]3[C:19](=[CH:20][CH:21]=2)[C:18]([CH2:22][OH:23])=[CH:17][CH:16]=[CH:15]3)[CH2:7][CH2:6]1)([CH3:4])([CH3:3])[CH3:2]. (7) Given the product [NH2:15][C:12]1[CH:13]=[CH:14][C:9]([CH:3]([CH2:2][OH:1])[CH2:4][NH:5][C:6](=[O:8])[CH3:7])=[CH:10][C:11]=1[O:18][CH3:19], predict the reactants needed to synthesize it. The reactants are: [OH:1][CH2:2][CH:3]([C:9]1[CH:14]=[CH:13][C:12]([N+:15]([O-])=O)=[C:11]([O:18][CH3:19])[CH:10]=1)[CH2:4][NH:5][C:6](=[O:8])[CH3:7].